Dataset: Reaction yield outcomes from USPTO patents with 853,638 reactions. Task: Predict the reaction yield, written as a fraction of the theoretical maximum amount of product (1.0 means a 100% yield; for example, 0.34 means a 34% yield). The reactants are [NH2:1][C:2]1[N:7]=[C:6]([O:8][C:9]2[CH:18]=[CH:17][C:12]([C:13](OC)=[O:14])=[CH:11][CH:10]=2)[CH:5]=[C:4]([NH2:19])[N:3]=1.[NH2:20][NH2:21]. The catalyst is CO. The product is [NH2:1][C:2]1[N:7]=[C:6]([O:8][C:9]2[CH:18]=[CH:17][C:12]([C:13]([NH:20][NH2:21])=[O:14])=[CH:11][CH:10]=2)[CH:5]=[C:4]([NH2:19])[N:3]=1. The yield is 0.737.